From a dataset of Full USPTO retrosynthesis dataset with 1.9M reactions from patents (1976-2016). Predict the reactants needed to synthesize the given product. Given the product [ClH:7].[Cl:7][C:8]1[CH:9]=[CH:10][C:11]([CH2:12][CH2:13][N:14]2[CH2:18][CH2:17][C@@H:16]([N:19]3[C:25]4[CH:26]=[CH:27][CH:28]=[CH:29][C:24]=4[CH2:23][O:22][C:21]4[CH:30]=[CH:31][CH:32]=[CH:33][C:20]3=4)[CH2:15]2)=[CH:34][CH:35]=1, predict the reactants needed to synthesize it. The reactants are: Cl.C(OCC)C.[Cl:7][C:8]1[CH:35]=[CH:34][C:11]([CH2:12][CH2:13][N:14]2[CH2:18][CH2:17][C@@H:16]([N:19]3[C:25]4[CH:26]=[CH:27][CH:28]=[CH:29][C:24]=4[CH2:23][O:22][C:21]4[CH:30]=[CH:31][CH:32]=[CH:33][C:20]3=4)[CH2:15]2)=[CH:10][CH:9]=1.